From a dataset of Reaction yield outcomes from USPTO patents with 853,638 reactions. Predict the reaction yield, written as a fraction of the theoretical maximum amount of product (1.0 means a 100% yield; for example, 0.34 means a 34% yield). (1) The reactants are [CH3:1][OH:2].[H-].[Na+].F[C:6]1[CH:11]=[C:10]([N+:12]([O-:14])=[O:13])[CH:9]=[CH:8][C:7]=1[N:15]1[CH2:20][CH2:19][CH2:18][CH2:17][CH2:16]1. The catalyst is CN(C)C=O. The product is [CH3:1][O:2][C:6]1[CH:11]=[C:10]([N+:12]([O-:14])=[O:13])[CH:9]=[CH:8][C:7]=1[N:15]1[CH2:20][CH2:19][CH2:18][CH2:17][CH2:16]1. The yield is 0.840. (2) The reactants are [Cl:1][C:2]1[N:3]=[C:4](Cl)[C:5]2[CH2:10][CH2:9][CH:8]([C:11]3[CH:16]=[CH:15][C:14]([O:17][C:18]([F:21])([F:20])[F:19])=[CH:13][CH:12]=3)[C:6]=2[N:7]=1.[NH:23]1[CH2:26][CH2:25][CH2:24]1. The catalyst is CO. The product is [N:23]1([C:4]2[C:5]3[CH2:10][CH2:9][CH:8]([C:11]4[CH:16]=[CH:15][C:14]([O:17][C:18]([F:21])([F:20])[F:19])=[CH:13][CH:12]=4)[C:6]=3[N:7]=[C:2]([Cl:1])[N:3]=2)[CH2:26][CH2:25][CH2:24]1. The yield is 0.900.